This data is from Full USPTO retrosynthesis dataset with 1.9M reactions from patents (1976-2016). The task is: Predict the reactants needed to synthesize the given product. (1) The reactants are: C([O:8][CH2:9][CH2:10][O:11][C:12]([C:14]1[CH:15]=[C:16]([C:34]2[CH:39]=[CH:38][C:37]([O:40][CH2:41][CH2:42][O:43]CC3C=CC=CC=3)=[CH:36][CH:35]=2)[CH:17]=[C:18]([C:20]2[CH:25]=[CH:24][C:23]([O:26]CC3C=CC=CC=3)=[CH:22][CH:21]=2)[CH:19]=1)=[O:13])C1C=CC=CC=1.C. Given the product [OH:8][CH2:9][CH2:10][O:11][C:12]([C:14]1[CH:15]=[C:16]([C:34]2[CH:39]=[CH:38][C:37]([O:40][CH2:41][CH2:42][OH:43])=[CH:36][CH:35]=2)[CH:17]=[C:18]([C:20]2[CH:21]=[CH:22][C:23]([OH:26])=[CH:24][CH:25]=2)[CH:19]=1)=[O:13], predict the reactants needed to synthesize it. (2) Given the product [NH2:1][C:2]1[CH:7]=[CH:6][C:5]([C:8]2[CH:9]([CH3:10])[S:22][C:18](=[O:19])[NH:16][N:17]=2)=[CH:4][C:3]=1[N+:13]([O-:15])=[O:14], predict the reactants needed to synthesize it. The reactants are: [NH2:1][C:2]1[CH:7]=[CH:6][C:5]([C:8](=O)[CH:9](Br)[CH3:10])=[CH:4][C:3]=1[N+:13]([O-:15])=[O:14].[NH:16]([C:18](=[S:22])[O:19]CC)[NH2:17]. (3) The reactants are: [Cl:1][C:2]1[C:3]2[C:11](I)=[CH:10][N:9]([CH2:13][C:14]3[C:19]([CH3:20])=[C:18]([O:21][CH3:22])[C:17]([CH3:23])=[CH:16][N:15]=3)[C:4]=2[N:5]=[C:6]([NH2:8])[N:7]=1.[CH2:24]([N:26]1[CH2:31][CH2:30][N:29]([CH2:32][CH2:33][CH2:34][C:35]#[CH:36])[CH2:28][CH2:27]1)[CH3:25]. Given the product [Cl:1][C:2]1[C:3]2[C:11]([C:36]#[C:35][CH2:34][CH2:33][CH2:32][N:29]3[CH2:28][CH2:27][N:26]([CH2:24][CH3:25])[CH2:31][CH2:30]3)=[CH:10][N:9]([CH2:13][C:14]3[C:19]([CH3:20])=[C:18]([O:21][CH3:22])[C:17]([CH3:23])=[CH:16][N:15]=3)[C:4]=2[N:5]=[C:6]([NH2:8])[N:7]=1, predict the reactants needed to synthesize it.